Predict the reaction yield, written as a fraction of the theoretical maximum amount of product (1.0 means a 100% yield; for example, 0.34 means a 34% yield). From a dataset of Reaction yield outcomes from USPTO patents with 853,638 reactions. (1) The reactants are FC(F)(F)C(O)=O.C(OC(=O)[N:17]([CH2:20][CH2:21][CH2:22][N:23]([CH3:25])[CH3:24])[CH2:18][CH3:19])C1C=CC=CC=1.[ClH:27].[H][H]. The catalyst is C(O)C.[Pd]. The product is [ClH:27].[ClH:27].[CH2:18]([NH:17][CH2:20][CH2:21][CH2:22][N:23]([CH3:25])[CH3:24])[CH3:19]. The yield is 0.890. (2) The reactants are CO[CH:3](OC)[CH2:4][CH:5](OC)OC.[Cl:12][C:13]1[CH:22]=[C:21]([Cl:23])[C:20]([NH:24][NH2:25])=[CH:19][C:14]=1[C:15]([O:17][CH3:18])=[O:16]. The catalyst is CCO. The product is [Cl:12][C:13]1[CH:22]=[C:21]([Cl:23])[C:20]([N:24]2[CH:5]=[CH:4][CH:3]=[N:25]2)=[CH:19][C:14]=1[C:15]([O:17][CH3:18])=[O:16]. The yield is 0.570. (3) The reactants are [CH3:1][O:2][C:3](=[O:12])[CH2:4][C:5]1[CH:10]=[CH:9][CH:8]=[C:7]([Cl:11])[CH:6]=1.S(=O)(=O)(O)O.[N+:18]([O-:21])([OH:20])=[O:19]. No catalyst specified. The product is [CH3:1][O:2][C:3](=[O:12])[CH2:4][C:5]1[CH:10]=[CH:9][C:8]([N+:18]([O-:20])=[O:19])=[C:7]([Cl:11])[CH:6]=1.[CH3:1][O:2][C:3](=[O:12])[CH2:4][C:5]1[CH:6]=[C:7]([Cl:11])[CH:8]=[CH:9][C:10]=1[N+:18]([O-:21])=[O:19]. The yield is 0.330. (4) The reactants are [CH3:1][C:2]([C:13]1[NH:14][C:15]2[C:20]([CH:21]=1)=[CH:19][C:18]([N+:22]([O-])=O)=[CH:17][CH:16]=2)([CH3:12])[CH2:3][NH:4][C:5](=[O:11])[O:6][C:7]([CH3:10])([CH3:9])[CH3:8].C([O-])=O.[NH4+]. The catalyst is C1COCC1.O.[Pd]. The product is [NH2:22][C:18]1[CH:19]=[C:20]2[C:15](=[CH:16][CH:17]=1)[NH:14][C:13]([C:2]([CH3:12])([CH3:1])[CH2:3][NH:4][C:5](=[O:11])[O:6][C:7]([CH3:9])([CH3:8])[CH3:10])=[CH:21]2. The yield is 0.800. (5) The reactants are Br[CH2:2][CH2:3][CH2:4][NH:5][C:6]1[C:7](=[O:23])[N:8]([C:19]([CH3:22])([CH3:21])[CH3:20])[S:9](=[O:18])(=[O:17])[C:10]=1[C:11]1[CH:16]=[CH:15][CH:14]=[CH:13][CH:12]=1.[OH:24][C:25]1[CH:26]=[N:27][CH:28]=[CH:29][CH:30]=1.C([O-])([O-])=O.[K+].[K+]. The catalyst is CC#N. The product is [C:19]([N:8]1[C:7](=[O:23])[C:6]([NH:5][CH2:4][CH2:3][CH2:2][O:24][C:25]2[CH:26]=[N:27][CH:28]=[CH:29][CH:30]=2)=[C:10]([C:11]2[CH:16]=[CH:15][CH:14]=[CH:13][CH:12]=2)[S:9]1(=[O:18])=[O:17])([CH3:22])([CH3:21])[CH3:20]. The yield is 0.450. (6) The reactants are [Cl:1][C:2]1[C:7]([OH:8])=[CH:6][CH:5]=[CH:4][N:3]=1.[C:9]([O-])(O)=[O:10].[Na+].C=O.Cl. The catalyst is O. The product is [Cl:1][C:2]1[C:7]([OH:8])=[CH:6][CH:5]=[C:4]([CH2:9][OH:10])[N:3]=1. The yield is 0.810.